Dataset: Peptide-MHC class I binding affinity with 185,985 pairs from IEDB/IMGT. Task: Regression. Given a peptide amino acid sequence and an MHC pseudo amino acid sequence, predict their binding affinity value. This is MHC class I binding data. (1) The MHC is HLA-A02:06 with pseudo-sequence HLA-A02:06. The binding affinity (normalized) is 0.0383. The peptide sequence is GIRCVSNLDI. (2) The peptide sequence is YLLLTTNGT. The MHC is HLA-B07:02 with pseudo-sequence HLA-B07:02. The binding affinity (normalized) is 0.213. (3) The peptide sequence is NPLFHGGEPI. The MHC is HLA-B51:01 with pseudo-sequence HLA-B51:01. The binding affinity (normalized) is 0.223. (4) The peptide sequence is IVQLPKRGVR. The MHC is HLA-A33:01 with pseudo-sequence HLA-A33:01. The binding affinity (normalized) is 0.128. (5) The peptide sequence is PMQQLTQPL. The MHC is HLA-B27:05 with pseudo-sequence HLA-B27:05. The binding affinity (normalized) is 0.0847. (6) The peptide sequence is IIIPFIAYFV. The MHC is HLA-B54:01 with pseudo-sequence HLA-B54:01. The binding affinity (normalized) is 0.185. (7) The peptide sequence is RALKAYFTA. The MHC is HLA-A02:02 with pseudo-sequence HLA-A02:02. The binding affinity (normalized) is 0.283. (8) The MHC is HLA-A02:06 with pseudo-sequence HLA-A02:06. The peptide sequence is KLGKAGYVV. The binding affinity (normalized) is 0.936.